This data is from Reaction yield outcomes from USPTO patents with 853,638 reactions. The task is: Predict the reaction yield, written as a fraction of the theoretical maximum amount of product (1.0 means a 100% yield; for example, 0.34 means a 34% yield). (1) The reactants are [Br:1][CH2:2][CH2:3][CH2:4][CH2:5][C:6](Cl)=[O:7].C=[CH:10][CH2:11][CH:12]([OH:16])[CH2:13][CH:14]=[CH2:15].[CH2:17](N(CC)CC)C. The catalyst is C(Cl)Cl. The product is [Br:1][CH2:2][CH2:3][CH2:4][CH2:5][C:6]([O:16][CH:12]([CH:11]=[CH2:10])[CH2:13][CH2:14][CH:15]=[CH2:17])=[O:7]. The yield is 0.480. (2) The reactants are [Br:1][C:2]1[CH:11]=[CH:10][CH:9]=[C:8]([N+:12]([O-:14])=[O:13])[C:3]=1[CH2:4][NH:5][CH2:6][CH3:7].[C:15](O[C:15]([O:17][C:18]([CH3:21])([CH3:20])[CH3:19])=[O:16])([O:17][C:18]([CH3:21])([CH3:20])[CH3:19])=[O:16]. The yield is 0.780. The catalyst is C(Cl)Cl. The product is [C:18]([O:17][C:15](=[O:16])[N:5]([CH2:4][C:3]1[C:8]([N+:12]([O-:14])=[O:13])=[CH:9][CH:10]=[CH:11][C:2]=1[Br:1])[CH2:6][CH3:7])([CH3:21])([CH3:20])[CH3:19].